From a dataset of Catalyst prediction with 721,799 reactions and 888 catalyst types from USPTO. Predict which catalyst facilitates the given reaction. (1) Reactant: [C:1]([N:4]1[C:13]2[C:8](=[CH:9][C:10]([C:14]3[N:15]=[N:16][N:17]([CH2:19][CH2:20][OH:21])[CH:18]=3)=[CH:11][CH:12]=2)[C@H:7]([NH2:22])[CH2:6][C@@H:5]1[CH3:23])(=[O:3])[CH3:2].N1C=CN=C1.Cl[Si:30]([C:33]([CH3:36])([CH3:35])[CH3:34])([CH3:32])[CH3:31]. Product: [C:1]([N:4]1[C:13]2[C:8](=[CH:9][C:10]([C:14]3[N:15]=[N:16][N:17]([CH2:19][CH2:20][O:21][Si:30]([C:33]([CH3:36])([CH3:35])[CH3:34])([CH3:32])[CH3:31])[CH:18]=3)=[CH:11][CH:12]=2)[C@H:7]([NH2:22])[CH2:6][C@@H:5]1[CH3:23])(=[O:3])[CH3:2]. The catalyst class is: 9. (2) Reactant: [C:1]1([N:7]2[C:19]3[CH:18]=[CH:17][CH:16]=[CH:15][C:14]=3[C:13]3[C:8]2=[CH:9][CH:10]=[CH:11][CH:12]=3)[CH:6]=[CH:5][CH:4]=[CH:3][CH:2]=1.[Br:20]N1C(=O)CCC1=O.C1(C)C=CC=CC=1. Product: [Br:20][C:16]1[CH:17]=[CH:18][C:19]2[N:7]([C:1]3[CH:2]=[CH:3][CH:4]=[CH:5][CH:6]=3)[C:8]3[C:13]([C:14]=2[CH:15]=1)=[CH:12][CH:11]=[CH:10][CH:9]=3. The catalyst class is: 13. (3) Reactant: Br.[Br:2][CH:3]1[CH2:8][CH2:7][NH:6][CH2:5][CH2:4]1.C(N(CC)C(C)C)(C)C.[C:18](O[C:18]([O:20][C:21]([CH3:24])([CH3:23])[CH3:22])=[O:19])([O:20][C:21]([CH3:24])([CH3:23])[CH3:22])=[O:19]. Product: [C:21]([O:20][C:18]([N:6]1[CH2:7][CH2:8][CH:3]([Br:2])[CH2:4][CH2:5]1)=[O:19])([CH3:24])([CH3:23])[CH3:22]. The catalyst class is: 2. (4) Reactant: [Cl:1][C:2]1[CH:3]=[N:4][C:5]([OH:11])=C([CH:10]=1)C(O)=O.[C:12](=O)([O-])[O-].[Cs+].[Cs+].CI.C[CH2:21][O:22][C:23]([CH3:25])=[O:24].O. Product: [Cl:1][C:2]1[CH:10]=[C:25]([C:23]([O:22][CH3:21])=[O:24])[C:5](=[O:11])[N:4]([CH3:12])[CH:3]=1. The catalyst class is: 3. (5) Reactant: [OH:1][C:2]1[CH:3]=[C:4]([CH:7]=[CH:8][CH:9]=1)[CH2:5]O.C1C=CC(P(C2C=CC=CC=2)C2C=CC=CC=2)=CC=1.C(Br)(Br)(Br)[Br:30]. Product: [Br:30][CH2:5][C:4]1[CH:3]=[C:2]([OH:1])[CH:9]=[CH:8][CH:7]=1. The catalyst class is: 2. (6) Reactant: [H-].[Na+].[CH3:3][C:4]([CH3:10])([CH3:9])[CH2:5][CH:6]([OH:8])[CH3:7].[Cl:11][C:12]1[CH:17]=[C:16](Cl)[N:15]=[CH:14][N:13]=1.[Cl-].[NH4+]. Product: [Cl:11][C:12]1[CH:17]=[C:16]([O:8][CH:6]([CH3:7])[CH2:5][C:4]([CH3:10])([CH3:9])[CH3:3])[N:15]=[CH:14][N:13]=1. The catalyst class is: 7. (7) Reactant: [P:1]([O:38]CC1C=CC=CC=1)([O:30]CC1C=CC=CC=1)([O:3][C:4]1[CH:9]=[C:8]([CH2:10][S:11]([CH:14]=[CH:15][C:16]2[C:21]([O:22][CH3:23])=[CH:20][C:19]([O:24][CH3:25])=[CH:18][C:17]=2[O:26][CH3:27])(=[O:13])=[O:12])[CH:7]=[CH:6][C:5]=1[O:28][CH3:29])=[O:2].Br[Si](C)(C)C.[Na].S([O-])([O-])(=O)=S.[Na+].[Na+]. Product: [P:1]([OH:38])([OH:30])([O:3][C:4]1[CH:9]=[C:8]([CH2:10][S:11](/[CH:14]=[CH:15]/[C:16]2[C:17]([O:26][CH3:27])=[CH:18][C:19]([O:24][CH3:25])=[CH:20][C:21]=2[O:22][CH3:23])(=[O:13])=[O:12])[CH:7]=[CH:6][C:5]=1[O:28][CH3:29])=[O:2]. The catalyst class is: 2.